Dataset: Merck oncology drug combination screen with 23,052 pairs across 39 cell lines. Task: Regression. Given two drug SMILES strings and cell line genomic features, predict the synergy score measuring deviation from expected non-interaction effect. (1) Drug 1: N.N.O=C(O)C1(C(=O)O)CCC1.[Pt]. Drug 2: CS(=O)(=O)CCNCc1ccc(-c2ccc3ncnc(Nc4ccc(OCc5cccc(F)c5)c(Cl)c4)c3c2)o1. Cell line: LNCAP. Synergy scores: synergy=-31.0. (2) Synergy scores: synergy=6.84. Cell line: LNCAP. Drug 2: CCC1(O)C(=O)OCc2c1cc1n(c2=O)Cc2cc3c(CN(C)C)c(O)ccc3nc2-1. Drug 1: Cc1nc(Nc2ncc(C(=O)Nc3c(C)cccc3Cl)s2)cc(N2CCN(CCO)CC2)n1.